Task: Regression. Given a peptide amino acid sequence and an MHC pseudo amino acid sequence, predict their binding affinity value. This is MHC class II binding data.. Dataset: Peptide-MHC class II binding affinity with 134,281 pairs from IEDB The peptide sequence is PDPTKLILQLLKDFL. The MHC is DRB1_0701 with pseudo-sequence DRB1_0701. The binding affinity (normalized) is 0.547.